Dataset: Forward reaction prediction with 1.9M reactions from USPTO patents (1976-2016). Task: Predict the product of the given reaction. (1) Given the reactants [C:1]([O:5][C:6]([N:8]1[CH2:12][CH2:11][CH2:10][CH:9]1[CH:13]=O)=[O:7])([CH3:4])([CH3:3])[CH3:2].[CH3:15][NH2:16].[BH4-].[Na+], predict the reaction product. The product is: [C:1]([O:5][C:6]([N:8]1[CH2:12][CH2:11][CH2:10][CH:9]1[CH2:13][NH:16][CH3:15])=[O:7])([CH3:4])([CH3:3])[CH3:2]. (2) The product is: [NH2:1][C:2]1[CH:7]=[C:6]([O:8][C:9]2[CH:10]=[C:11]([CH3:25])[C:12]3[CH:16]([CH2:17][C:18]([OH:20])=[O:19])[O:15][B:14]([OH:23])[C:13]=3[CH:24]=2)[CH:5]=[CH:4][N:3]=1. Given the reactants [NH2:1][C:2]1[CH:7]=[C:6]([O:8][C:9]2[CH:10]=[C:11]([CH3:25])[C:12]3[CH:16]([CH2:17][C:18]([O:20]CC)=[O:19])[O:15][B:14]([OH:23])[C:13]=3[CH:24]=2)[CH:5]=[CH:4][N:3]=1.[OH-].[Na+], predict the reaction product. (3) Given the reactants [I:1][C:2]1[CH:7]=[CH:6][C:5]([SH:8])=[CH:4][CH:3]=1.C1(C)C=CC(S(O[CH2:19][CH:20]2[CH2:24][CH2:23][CH2:22][N:21]2[C:25]([O:27][C:28]([CH3:31])([CH3:30])[CH3:29])=[O:26])(=O)=O)=CC=1.[OH-].[K+], predict the reaction product. The product is: [I:1][C:2]1[CH:7]=[CH:6][C:5]([S:8][CH2:19][CH:20]2[CH2:24][CH2:23][CH2:22][N:21]2[C:25]([O:27][C:28]([CH3:29])([CH3:31])[CH3:30])=[O:26])=[CH:4][CH:3]=1. (4) Given the reactants [Br:1][C:2]1[CH:7]=[CH:6][C:5]([CH:8]([CH:19]2[CH2:22][CH2:21][CH2:20]2)[CH2:9][C:10]([C:12]2[CH:13]=[CH:14][C:15](=[O:18])[NH:16][CH:17]=2)=[O:11])=[CH:4][CH:3]=1.IC.[C:25](=O)([O-])[O-].[K+].[K+], predict the reaction product. The product is: [Br:1][C:2]1[CH:3]=[CH:4][C:5]([CH:8]([CH:19]2[CH2:22][CH2:21][CH2:20]2)[CH2:9][C:10]([C:12]2[CH:13]=[CH:14][C:15](=[O:18])[N:16]([CH3:25])[CH:17]=2)=[O:11])=[CH:6][CH:7]=1.